This data is from Forward reaction prediction with 1.9M reactions from USPTO patents (1976-2016). The task is: Predict the product of the given reaction. (1) Given the reactants Br[C:2]1[CH:3]=[C:4]([CH:33]=[CH:34][CH:35]=1)[CH2:5][N:6]1[C:10]2[CH:11]=[C:12]([O:15][CH2:16][C:17]3[CH:22]=[CH:21][C:20]([CH3:23])=[CH:19][N:18]=3)[CH:13]=[CH:14][C:9]=2[N:8]=[C:7]1[C@H:24]1[CH2:29][CH2:28][CH2:27][CH2:26][C@H:25]1[C:30]([OH:32])=[O:31].Cl.[F:37][C:38]1([F:44])[CH2:43][CH2:42][NH:41][CH2:40][CH2:39]1, predict the reaction product. The product is: [F:37][C:38]1([F:44])[CH2:43][CH2:42][N:41]([C:2]2[CH:3]=[C:4]([CH:33]=[CH:34][CH:35]=2)[CH2:5][N:6]2[C:10]3[CH:11]=[C:12]([O:15][CH2:16][C:17]4[CH:22]=[CH:21][C:20]([CH3:23])=[CH:19][N:18]=4)[CH:13]=[CH:14][C:9]=3[N:8]=[C:7]2[C@H:24]2[CH2:29][CH2:28][CH2:27][CH2:26][C@H:25]2[C:30]([OH:32])=[O:31])[CH2:40][CH2:39]1. (2) Given the reactants [F:1][C:2]([F:25])([F:24])[C:3]1[N:8]=[C:7]([NH:9][C:10]2[CH:15]=[CH:14][N:13]3[N:16]=[CH:17][C:18]([C:19]([O:21]CC)=[O:20])=[C:12]3[N:11]=2)[CH:6]=[CH:5][CH:4]=1.[OH-].[Na+], predict the reaction product. The product is: [F:24][C:2]([F:1])([F:25])[C:3]1[N:8]=[C:7]([NH:9][C:10]2[CH:15]=[CH:14][N:13]3[N:16]=[CH:17][C:18]([C:19]([OH:21])=[O:20])=[C:12]3[N:11]=2)[CH:6]=[CH:5][CH:4]=1. (3) Given the reactants [NH2:1][C:2]1[CH:30]=[CH:29][C:5]([C:6]([N:8]2[CH2:13][CH2:12][N:11]([C:14]([C:16]3[N:20]=[CH:19][N:18]([C:21]4[CH:26]=[CH:25][CH:24]=[CH:23][CH:22]=4)[N:17]=3)=[O:15])[C:10]([CH3:28])([CH3:27])[CH2:9]2)=[O:7])=[CH:4][C:3]=1[NH:31][CH3:32].[CH:33]1([CH2:38][C:39](O)=O)[CH2:37][CH2:36][CH2:35][CH2:34]1, predict the reaction product. The product is: [CH:33]1([CH2:38][C:39]2[N:31]([CH3:32])[C:3]3[CH:4]=[C:5]([C:6]([N:8]4[CH2:13][CH2:12][N:11]([C:14]([C:16]5[N:20]=[CH:19][N:18]([C:21]6[CH:22]=[CH:23][CH:24]=[CH:25][CH:26]=6)[N:17]=5)=[O:15])[C:10]([CH3:27])([CH3:28])[CH2:9]4)=[O:7])[CH:29]=[CH:30][C:2]=3[N:1]=2)[CH2:34][CH2:35][CH2:36][CH2:37]1. (4) Given the reactants Cl[CH2:2][CH2:3][CH2:4][Si:5]([O:16][Si:17]([CH3:20])([CH3:19])[CH3:18])([O:11][Si:12]([CH3:15])([CH3:14])[CH3:13])[O:6][Si:7]([CH3:10])([CH3:9])[CH3:8].[I-:21].[Na+], predict the reaction product. The product is: [I:21][CH2:2][CH2:3][CH2:4][Si:5]([O:16][Si:17]([CH3:20])([CH3:19])[CH3:18])([O:11][Si:12]([CH3:15])([CH3:14])[CH3:13])[O:6][Si:7]([CH3:10])([CH3:9])[CH3:8]. (5) Given the reactants [CH3:1][N:2]1[CH:6]=[C:5]([S:7]([N:10]2[CH2:19][CH2:18][C:17]3[C:12](=[CH:13][C:14]([CH:20]([CH2:23][C:24]4[CH:29]=[CH:28][CH:27]=[CH:26][CH:25]=4)[C:21]#[N:22])=[CH:15][CH:16]=3)[CH2:11]2)(=[O:9])=[O:8])[N:4]=[CH:3]1, predict the reaction product. The product is: [CH3:1][N:2]1[CH:6]=[C:5]([S:7]([N:10]2[CH2:19][CH2:18][C:17]3[C:12](=[CH:13][C:14]([CH:20]([CH2:23][C:24]4[CH:29]=[CH:28][CH:27]=[CH:26][CH:25]=4)[CH2:21][NH2:22])=[CH:15][CH:16]=3)[CH2:11]2)(=[O:8])=[O:9])[N:4]=[CH:3]1.